From a dataset of Full USPTO retrosynthesis dataset with 1.9M reactions from patents (1976-2016). Predict the reactants needed to synthesize the given product. (1) The reactants are: I[C:2]1[C:6]2[C:7]([O:11][CH:12]3[CH2:17][CH2:16][O:15][CH2:14][CH2:13]3)=[N:8][CH:9]=[CH:10][C:5]=2[N:4]([C:18]([C:31]2[CH:36]=[CH:35][CH:34]=[CH:33][CH:32]=2)([C:25]2[CH:30]=[CH:29][CH:28]=[CH:27][CH:26]=2)[C:19]2[CH:24]=[CH:23][CH:22]=[CH:21][CH:20]=2)[N:3]=1.[Cl:37][C:38]1[CH:43]=[C:42](B(O)O)[CH:41]=[CH:40][N:39]=1.C(#N)C.C([O-])(=O)C.[K+]. Given the product [Cl:37][C:38]1[CH:43]=[C:42]([C:2]2[C:6]3[C:7]([O:11][CH:12]4[CH2:17][CH2:16][O:15][CH2:14][CH2:13]4)=[N:8][CH:9]=[CH:10][C:5]=3[N:4]([C:18]([C:31]3[CH:36]=[CH:35][CH:34]=[CH:33][CH:32]=3)([C:25]3[CH:30]=[CH:29][CH:28]=[CH:27][CH:26]=3)[C:19]3[CH:24]=[CH:23][CH:22]=[CH:21][CH:20]=3)[N:3]=2)[CH:41]=[CH:40][N:39]=1, predict the reactants needed to synthesize it. (2) Given the product [CH3:25][S:35]([C:3]1[N:8]=[C:7]([C:9]2[CH:14]=[CH:13][C:12]([Cl:15])=[CH:11][C:10]=2[Cl:16])[C:6]([C:17]2[CH:22]=[CH:21][C:20]([Cl:23])=[CH:19][CH:18]=2)=[CH:5][N:4]=1)(=[O:38])=[O:36], predict the reactants needed to synthesize it. The reactants are: CS[C:3]1[N:8]=[C:7]([C:9]2[CH:14]=[CH:13][C:12]([Cl:15])=[CH:11][C:10]=2[Cl:16])[C:6]([C:17]2[CH:22]=[CH:21][C:20]([Cl:23])=[CH:19][CH:18]=2)=[CH:5][N:4]=1.Cl[C:25]1C=CC=C(C(OO)=O)C=1.[S:35](=[O:38])(O)[O-:36].[Na+]. (3) Given the product [CH3:11][S:8]([C:5]1[CH:6]=[CH:7][C:2]([N:25]2[C:24](=[O:27])[CH2:23][C:22]3([CH2:28][CH2:29][N:19]([C:17]([O:16][C:12]([CH3:15])([CH3:14])[CH3:13])=[O:18])[CH2:20][CH2:21]3)[CH2:26]2)=[N:3][CH:4]=1)(=[O:10])=[O:9], predict the reactants needed to synthesize it. The reactants are: Br[C:2]1[CH:7]=[CH:6][C:5]([S:8]([CH3:11])(=[O:10])=[O:9])=[CH:4][N:3]=1.[C:12]([O:16][C:17]([N:19]1[CH2:29][CH2:28][C:22]2([CH2:26][NH:25][C:24](=[O:27])[CH2:23]2)[CH2:21][CH2:20]1)=[O:18])([CH3:15])([CH3:14])[CH3:13].CC1(C)C2C(=C(P(C3C=CC=CC=3)C3C=CC=CC=3)C=CC=2)OC2C(P(C3C=CC=CC=3)C3C=CC=CC=3)=CC=CC1=2.C([O-])([O-])=O.[Cs+].[Cs+]. (4) Given the product [OH:37][CH2:36][C:35]1[N:31]([C:27]2[CH:26]=[C:25]([C:24]3[CH2:23][C:22](=[O:45])[NH:21][C:9]4[CH:10]=[C:11]([C:19]#[N:20])[C:12]([N:14]5[CH2:18][CH2:17][CH2:16][CH2:15]5)=[CH:13][C:8]=4[N:7]=3)[CH:30]=[CH:29][CH:28]=2)[N:32]=[N:33][CH:34]=1, predict the reactants needed to synthesize it. The reactants are: C(OC(=O)[NH:7][C:8]1[CH:13]=[C:12]([N:14]2[CH2:18][CH2:17][CH2:16][CH2:15]2)[C:11]([C:19]#[N:20])=[CH:10][C:9]=1[NH:21][C:22](=[O:45])[CH2:23][C:24](=O)[C:25]1[CH:30]=[CH:29][CH:28]=[C:27]([N:31]2[C:35]([CH2:36][O:37]C3CCCCO3)=[CH:34][N:33]=[N:32]2)[CH:26]=1)(C)(C)C.C(O)(C(F)(F)F)=O. (5) The reactants are: [C:1]([O:5][CH2:6][CH3:7])(=[O:4])[NH:2][NH2:3].[I:8][C:9]1[CH:10]=[C:11]([N:15]=[C:16]=[O:17])[CH:12]=[CH:13][CH:14]=1.C(O)C. Given the product [I:8][C:9]1[CH:10]=[C:11]([NH:15][C:16]([NH:3][NH:2][C:1]([O:5][CH2:6][CH3:7])=[O:4])=[O:17])[CH:12]=[CH:13][CH:14]=1, predict the reactants needed to synthesize it. (6) Given the product [CH3:12][C:13]1[C:17]([C:2]2[CH:7]=[CH:6][C:5]([NH2:8])=[C:4]([N+:9]([O-:11])=[O:10])[CH:3]=2)=[C:16]([CH3:27])[O:15][N:14]=1, predict the reactants needed to synthesize it. The reactants are: Br[C:2]1[CH:7]=[CH:6][C:5]([NH2:8])=[C:4]([N+:9]([O-:11])=[O:10])[CH:3]=1.[CH3:12][C:13]1[C:17](B2OC(C)(C)C(C)(C)O2)=[C:16]([CH3:27])[O:15][N:14]=1.C([O-])([O-])=O.[K+].[K+].